From a dataset of Full USPTO retrosynthesis dataset with 1.9M reactions from patents (1976-2016). Predict the reactants needed to synthesize the given product. (1) Given the product [BrH:33].[Br:33][C:11]1[C:2](=[O:1])[O:3][C:4]2[C:9]([CH:10]=1)=[CH:8][CH:7]=[C:6]([O:12][C:13]([N:15]1[CH:21]3[CH2:22][CH2:23][N:18]([CH2:19][CH2:20]3)[CH2:17][CH2:16]1)=[O:14])[CH:5]=2, predict the reactants needed to synthesize it. The reactants are: [O:1]=[C:2]1[CH:11]=[CH:10][C:9]2[C:4](=[CH:5][C:6]([O:12][C:13]([N:15]3[CH:21]4[CH2:22][CH2:23][N:18]([CH2:19][CH2:20]4)[CH2:17][CH2:16]3)=[O:14])=[CH:7][CH:8]=2)[O:3]1.C([O-])(=O)C.[Na+].C(O)(=O)C.[Br:33]Br. (2) Given the product [CH3:6][O:7][C:8]1[CH:9]=[CH:10][C:11]2[CH:15]=[C:14]([CH3:1])[S:13][C:12]=2[CH:16]=1, predict the reactants needed to synthesize it. The reactants are: [CH2:1]([Li])CCC.[CH3:6][O:7][C:8]1[CH:9]=[CH:10][C:11]2[CH:15]=[CH:14][S:13][C:12]=2[CH:16]=1. (3) Given the product [CH2:13]([NH:25][C:7]([C:3]1[C:2]([C:10]([OH:12])=[O:11])=[N:1][CH:6]=[CH:5][N:4]=1)=[O:9])[CH2:14][CH2:15][CH2:16][CH2:17][CH2:18][CH2:19][CH2:20][CH2:21][CH2:22][CH2:23][CH3:24], predict the reactants needed to synthesize it. The reactants are: [N:1]1[CH:6]=[CH:5][N:4]=[C:3]([C:7]([OH:9])=O)[C:2]=1[C:10]([OH:12])=[O:11].[CH2:13]([NH2:25])[CH2:14][CH2:15][CH2:16][CH2:17][CH2:18][CH2:19][CH2:20][CH2:21][CH2:22][CH2:23][CH3:24].F[P-](F)(F)(F)(F)F.N1(O[P+](N2CCCC2)(N2CCCC2)N2CCCC2)C2C=CC=CC=2N=N1.O. (4) Given the product [F:20][C:2]([F:1])([F:19])[C:3]1[CH:4]=[C:5]([CH:6]=[CH:7][C:8]=1[S:9][C:10]1[CH:15]=[CH:14][N:13]=[CH:12][CH:11]=1)[NH2:16], predict the reactants needed to synthesize it. The reactants are: [F:1][C:2]([F:20])([F:19])[C:3]1[CH:4]=[C:5]([N+:16]([O-])=O)[CH:6]=[CH:7][C:8]=1[S:9][C:10]1[CH:15]=[CH:14][N:13]=[CH:12][CH:11]=1.C(O)(=O)C.[OH-].[Na+]. (5) Given the product [F:26][C:12]1[CH:13]=[C:14]([CH2:17][N:18]2[CH2:21][CH:20]([C:22]([O:24][CH3:25])=[O:23])[CH2:19]2)[CH:15]=[CH:16][C:11]=1[C:9]1[S:8][C:6]2[C:5]([N:10]=1)=[CH:4][CH:3]=[C:2]([Sn:28]([CH3:34])([CH3:33])[CH3:27])[N:7]=2, predict the reactants needed to synthesize it. The reactants are: Cl[C:2]1[N:7]=[C:6]2[S:8][C:9]([C:11]3[CH:16]=[CH:15][C:14]([CH2:17][N:18]4[CH2:21][CH:20]([C:22]([O:24][CH3:25])=[O:23])[CH2:19]4)=[CH:13][C:12]=3[F:26])=[N:10][C:5]2=[CH:4][CH:3]=1.[CH3:27][Sn:28]([CH3:34])([CH3:33])[Sn:28]([CH3:34])([CH3:33])[CH3:27].O1CCOCC1. (6) Given the product [Cl:1][C:2]1[CH:3]=[C:4]([NH:17][C:18]2[C:27]3[C:22](=[CH:23][CH:24]=[C:25]([C:28]4[S:29][C:30]([CH2:33][N:35]5[CH2:40][CH2:39][O:38][CH2:37][CH2:36]5)=[CH:31][CH:32]=4)[CH:26]=3)[N:21]=[CH:20][N:19]=2)[CH:5]=[CH:6][C:7]=1[O:8][CH2:9][C:10]1[CH:15]=[CH:14][CH:13]=[C:12]([F:16])[CH:11]=1, predict the reactants needed to synthesize it. The reactants are: [Cl:1][C:2]1[CH:3]=[C:4]([NH:17][C:18]2[C:27]3[C:22](=[CH:23][CH:24]=[C:25]([C:28]4[S:29][C:30]([CH:33]=O)=[CH:31][CH:32]=4)[CH:26]=3)[N:21]=[CH:20][N:19]=2)[CH:5]=[CH:6][C:7]=1[O:8][CH2:9][C:10]1[CH:15]=[CH:14][CH:13]=[C:12]([F:16])[CH:11]=1.[NH:35]1[CH2:40][CH2:39][O:38][CH2:37][CH2:36]1.C(O[BH-](OC(=O)C)OC(=O)C)(=O)C.[Na+].C(=O)([O-])[O-].[Na+].[Na+]. (7) Given the product [F:6][C:7]1[CH:15]=[CH:14][CH:13]=[C:12]2[C:8]=1[C:9]([CH:20]=[O:21])=[CH:10][N:11]2[CH3:16], predict the reactants needed to synthesize it. The reactants are: P(Cl)(Cl)(Cl)=O.[F:6][C:7]1[CH:15]=[CH:14][CH:13]=[C:12]2[C:8]=1[CH:9]=[CH:10][N:11]2[CH3:16].CN([CH:20]=[O:21])C.